Task: Predict which catalyst facilitates the given reaction.. Dataset: Catalyst prediction with 721,799 reactions and 888 catalyst types from USPTO (1) Reactant: [CH3:1][N:2]([CH3:15])[C:3]([C:5]1[CH:6]=[C:7]([CH:12]=[CH:13][CH:14]=1)[C:8]([O:10]C)=[O:9])=[O:4].O.[OH-].[Li+].Cl. Product: [CH3:1][N:2]([CH3:15])[C:3]([C:5]1[CH:6]=[C:7]([CH:12]=[CH:13][CH:14]=1)[C:8]([OH:10])=[O:9])=[O:4]. The catalyst class is: 24. (2) Reactant: Br[C:2]1[N:7]=[N:6][C:5]([NH2:8])=[N:4][CH:3]=1.C(N([CH2:16][CH3:17])C(C)C)(C)C.[Cl-].[Li+].C([Sn](CC[CH2:33][CH3:34])(CCCC)CCCC)=C.CN(C)C=[O:38]. Product: [CH2:33]([O:38][C:16]([C:2]1[N:7]=[N:6][C:5]([NH2:8])=[N:4][CH:3]=1)=[CH2:17])[CH3:34]. The catalyst class is: 492. (3) Reactant: [Cl:1][C:2]1[C:3]2[NH:10][CH:9]=[CH:8][C:4]=2[N:5]=[CH:6][N:7]=1.Br[CH2:12][CH2:13][Cl:14].C(=O)([O-])[O-].[K+].[K+]. Product: [Cl:1][C:2]1[C:3]2[N:10]([CH2:12][CH2:13][Cl:14])[CH:9]=[CH:8][C:4]=2[N:5]=[CH:6][N:7]=1. The catalyst class is: 391. (4) Reactant: [CH2:1]([O:3][C:4](=[O:13])[C:5]1[CH:10]=[C:9]([Cl:11])[N:8]=[C:7]([NH2:12])[CH:6]=1)[CH3:2].[C:14](OC(=O)C)(=[O:16])[CH3:15]. Product: [CH2:1]([O:3][C:4](=[O:13])[C:5]1[CH:10]=[C:9]([Cl:11])[N:8]=[C:7]([NH:12][C:14](=[O:16])[CH3:15])[CH:6]=1)[CH3:2]. The catalyst class is: 383.